This data is from Catalyst prediction with 721,799 reactions and 888 catalyst types from USPTO. The task is: Predict which catalyst facilitates the given reaction. (1) Reactant: [CH:1]1[C:10]2[C:5](=[CH:6][CH:7]=[CH:8][CH:9]=2)[CH:4]=[C:3]([CH2:11][N:12]([CH2:28][C@@H:29]2[CH2:33][CH2:32][CH2:31][NH:30]2)[C:13]([C:15]2[CH:25]=[C:24]([O:26][CH3:27])[C:18]3[O:19][C:20]([CH3:23])([CH3:22])[O:21][C:17]=3[CH:16]=2)=[O:14])[N:2]=1.[C:34]1(=O)[CH2:37][CH2:36][CH2:35]1.C(O[BH-](OC(=O)C)OC(=O)C)(=O)C.[Na+]. Product: [CH:34]1([N:30]2[CH2:31][CH2:32][CH2:33][C@H:29]2[CH2:28][N:12]([CH2:11][C:3]2[N:2]=[CH:1][C:10]3[C:5]([CH:4]=2)=[CH:6][CH:7]=[CH:8][CH:9]=3)[C:13]([C:15]2[CH:25]=[C:24]([O:26][CH3:27])[C:18]3[O:19][C:20]([CH3:23])([CH3:22])[O:21][C:17]=3[CH:16]=2)=[O:14])[CH2:37][CH2:36][CH2:35]1. The catalyst class is: 4. (2) Reactant: CON(C)[C:4](=[O:22])[C:5]1[CH:10]=[CH:9][C:8]([C:11]([F:14])([F:13])[F:12])=[N:7][C:6]=1[NH:15][C:16]1[CH:21]=[CH:20][CH:19]=[CH:18][CH:17]=1.[CH2:24]([Mg]Br)[CH3:25]. Product: [C:16]1([NH:15][C:6]2[C:5]([C:4](=[O:22])[CH2:24][CH3:25])=[CH:10][CH:9]=[C:8]([C:11]([F:12])([F:13])[F:14])[N:7]=2)[CH:17]=[CH:18][CH:19]=[CH:20][CH:21]=1. The catalyst class is: 1.